This data is from Reaction yield outcomes from USPTO patents with 853,638 reactions. The task is: Predict the reaction yield, written as a fraction of the theoretical maximum amount of product (1.0 means a 100% yield; for example, 0.34 means a 34% yield). (1) The reactants are I[C:2]1[C:3](=[O:17])[NH:4][C:5](=[O:16])[N:6]([CH:15]=1)[C@@H:7]1[O:14][C@H:11]([CH2:12][OH:13])[C@@H:9]([OH:10])[CH2:8]1.C(N(CC)CC)C.[F:25][C:26]([F:34])([F:33])[C:27]([NH:29][CH2:30][C:31]#[CH:32])=[O:28].C(=O)(O)[O-]. The catalyst is CN(C=O)C.[Cu]I.C1C=CC([P]([Pd]([P](C2C=CC=CC=2)(C2C=CC=CC=2)C2C=CC=CC=2)([P](C2C=CC=CC=2)(C2C=CC=CC=2)C2C=CC=CC=2)[P](C2C=CC=CC=2)(C2C=CC=CC=2)C2C=CC=CC=2)(C2C=CC=CC=2)C2C=CC=CC=2)=CC=1.CO. The product is [F:25][C:26]([F:34])([F:33])[C:27]([NH:29][CH2:30][C:31]#[C:32][C:2]1[C:3](=[O:17])[NH:4][C:5](=[O:16])[N:6]([CH:15]=1)[C@@H:7]1[O:14][C@H:11]([CH2:12][OH:13])[C@@H:9]([OH:10])[CH2:8]1)=[O:28]. The yield is 0.710. (2) The reactants are [Si:1]([O:8][C:9]([C@@:11]1([CH2:65][F:66])[CH2:16][CH2:15][C:14]([C:17]2[C:18](C)(C)[C@H:19]3[C@:32]([CH3:35])([CH2:33][CH:34]=2)[C@@H:31]2[C@:22]([CH3:62])([C@@]4(C)[C@H](C[CH2:30]2)[C@H]2[C@H](C(C)=C)CC[C@]2(NCCN2CCC(C(OCC)=O)(C(OCC)=O)CC2)CC4)[CH2:21]C3)=[CH:13][CH2:12]1)=[O:10])([C:4]([CH3:7])([CH3:6])[CH3:5])([CH3:3])[CH3:2].C(OC([C@@]1(CF)CCC(C2C(C)(C)[C@H]3[C@](C)(CC=2)[C@@H:97]2[C@:88](C)([C@@:89]4([CH3:124])[C@H:94]([CH2:95]C2)[C@H:93]2[C@H:102]([C:105]([CH3:107])=[CH2:106])[CH2:103][CH2:104][C@:92]2([NH:108][CH2:109][CH2:110][N:111]2[CH2:116][CH2:115][S:114](=[O:118])(=[O:117])[CH2:113][CH:112]2[C:119]([O:121][CH2:122][CH3:123])=[O:120])[CH2:91][CH2:90]4)[CH2:87]C3)=CC1)=O)C1C=CC=CC=1. No catalyst specified. The product is [Si:1]([O:8][C:9]([C@@:11]1([CH2:65][F:66])[CH2:16][CH2:15][C:14]([C:17]2[C:22]([CH3:62])([CH3:21])[C@H:31]3[C@:32]([CH3:35])([CH2:33][CH:34]=2)[C@@H:19]2[C@:88]([CH3:87])([C@@:89]4([CH3:124])[C@H:94]([CH2:95][CH2:18]2)[C@H:93]2[C@H:102]([C:105]([CH3:107])=[CH2:106])[CH2:103][CH2:104][C@:92]2([NH:108][CH2:109][CH2:110][N:111]2[CH2:116][CH2:115][S:114](=[O:118])(=[O:117])[CH2:113][CH:112]2[C:119]([O:121][CH2:122][CH3:123])=[O:120])[CH2:91][CH2:90]4)[CH2:97][CH2:30]3)=[CH:13][CH2:12]1)=[O:10])([C:4]([CH3:7])([CH3:5])[CH3:6])([CH3:2])[CH3:3]. The yield is 0.970. (3) The reactants are [BH4-].[Na+].[CH2:3]([N:10]1[CH2:15][C:14]([CH3:17])([CH3:16])[O:13][C:12]([CH2:19]I)([CH3:18])[CH2:11]1)[C:4]1[CH:9]=[CH:8][CH:7]=[CH:6][CH:5]=1. The catalyst is CS(C)=O. The product is [CH2:3]([N:10]1[CH2:15][C:14]([CH3:17])([CH3:16])[O:13][C:12]([CH3:19])([CH3:18])[CH2:11]1)[C:4]1[CH:9]=[CH:8][CH:7]=[CH:6][CH:5]=1. The yield is 0.600. (4) The reactants are N[C:2]1[CH:3]=[C:4]([CH:8]=[C:9]([N+:12]([O-:14])=[O:13])[C:10]=1[CH3:11])[C:5]([OH:7])=[O:6].N([O-])=O.[Na+].[ClH:19]. The catalyst is O. The product is [Cl:19][C:2]1[CH:3]=[C:4]([CH:8]=[C:9]([N+:12]([O-:14])=[O:13])[C:10]=1[CH3:11])[C:5]([OH:7])=[O:6]. The yield is 0.780.